This data is from Catalyst prediction with 721,799 reactions and 888 catalyst types from USPTO. The task is: Predict which catalyst facilitates the given reaction. Reactant: [CH2:1]([C:3]1[CH:4]=[C:5]([CH:10]=[CH:11][C:12]=1[N:13]([CH3:24])[C:14]1[N:19]=[CH:18][C:17]2[N:20]=[CH:21][N:22]([CH3:23])[C:16]=2[CH:15]=1)[C:6]([O:8]C)=[O:7])[CH3:2].[OH-].[Na+]. Product: [CH2:1]([C:3]1[CH:4]=[C:5]([CH:10]=[CH:11][C:12]=1[N:13]([CH3:24])[C:14]1[N:19]=[CH:18][C:17]2[N:20]=[CH:21][N:22]([CH3:23])[C:16]=2[CH:15]=1)[C:6]([OH:8])=[O:7])[CH3:2]. The catalyst class is: 5.